Dataset: Peptide-MHC class II binding affinity with 134,281 pairs from IEDB. Task: Regression. Given a peptide amino acid sequence and an MHC pseudo amino acid sequence, predict their binding affinity value. This is MHC class II binding data. (1) The peptide sequence is SSSSSLLAMAVLAAL. The MHC is HLA-DPA10103-DPB10401 with pseudo-sequence HLA-DPA10103-DPB10401. The binding affinity (normalized) is 0.353. (2) The peptide sequence is CGSLIGMTNRATWAS. The MHC is HLA-DQA10103-DQB10603 with pseudo-sequence HLA-DQA10103-DQB10603. The binding affinity (normalized) is 0.537. (3) The peptide sequence is LRIKSYEDAKSPLTA. The MHC is HLA-DQA10102-DQB10602 with pseudo-sequence HLA-DQA10102-DQB10602. The binding affinity (normalized) is 0.0390. (4) The peptide sequence is TEKQTSLTDRQQKLKD. The MHC is DRB5_0101 with pseudo-sequence DRB5_0101. The binding affinity (normalized) is 0. (5) The peptide sequence is VDGRGNYNTDLLPDW. The MHC is DRB4_0101 with pseudo-sequence DRB4_0103. The binding affinity (normalized) is 0.189. (6) The peptide sequence is DVVAVDIKEKGKDKW. The MHC is DRB1_0301 with pseudo-sequence DRB1_0301. The binding affinity (normalized) is 0.555. (7) The peptide sequence is KEQVGGNRELYIGDL. The MHC is DRB1_0101 with pseudo-sequence DRB1_0101. The binding affinity (normalized) is 0.141. (8) The peptide sequence is KSILLIMNANTLMGR. The MHC is DRB1_0301 with pseudo-sequence DRB1_0301. The binding affinity (normalized) is 0.379. (9) The peptide sequence is SQDLELSWNLNGKQAY. The binding affinity (normalized) is 0.659. The MHC is HLA-DQA10101-DQB10501 with pseudo-sequence HLA-DQA10101-DQB10501.